Predict which catalyst facilitates the given reaction. From a dataset of Catalyst prediction with 721,799 reactions and 888 catalyst types from USPTO. (1) Reactant: F[C:2]1[CH:10]=[CH:9][C:5]([C:6]([OH:8])=[O:7])=[CH:4][C:3]=1[N+:11]([O-:13])=[O:12].[CH3:14][NH2:15]. Product: [CH3:14][NH:15][C:2]1[CH:10]=[CH:9][C:5]([C:6]([OH:8])=[O:7])=[CH:4][C:3]=1[N+:11]([O-:13])=[O:12]. The catalyst class is: 1. (2) Reactant: [Cl:1][C:2]1[CH:7]=[CH:6][C:5]([CH2:8]Cl)=[CH:4][N:3]=1.[NH2:10][C:11]1[C:16]([OH:17])=[CH:15][CH:14]=[CH:13][N:12]=1.[Na+].[I-]. Product: [Cl-:1].[NH2:10][C:11]1[C:16]([OH:17])=[CH:15][CH:14]=[CH:13][N+:12]=1[CH2:8][C:5]1[CH:4]=[N:3][C:2]([Cl:1])=[CH:7][CH:6]=1. The catalyst class is: 21.